From a dataset of Full USPTO retrosynthesis dataset with 1.9M reactions from patents (1976-2016). Predict the reactants needed to synthesize the given product. (1) Given the product [F:29][C:14]1[CH:15]=[C:16]([C:19]2[CH:24]=[CH:23][CH:22]=[CH:21][C:20]=2[S:25]([CH3:28])(=[O:27])=[O:26])[CH:17]=[CH:18][C:13]=1[NH:12][C:11]([C:8]1([NH:7][C:6]([NH:53][C:50]2[CH:51]=[CH:52][C:47]([Cl:46])=[CH:48][CH:49]=2)=[O:5])[CH2:10][CH2:9]1)=[O:30], predict the reactants needed to synthesize it. The reactants are: C([O:5][C:6](=O)[NH:7][C:8]1([C:11](=[O:30])[NH:12][C:13]2[CH:18]=[CH:17][C:16]([C:19]3[CH:24]=[CH:23][CH:22]=[CH:21][C:20]=3[S:25]([CH3:28])(=[O:27])=[O:26])=[CH:15][C:14]=2[F:29])[CH2:10][CH2:9]1)(C)(C)C.C(O)(C(F)(F)F)=O.C(N(CC)CC)C.[Cl:46][C:47]1[CH:52]=[CH:51][C:50]([N:53]=C=O)=[CH:49][CH:48]=1. (2) Given the product [CH2:1]([C:3]1[C:7]2[CH:8]=[CH:9][CH:10]=[CH:11][C:6]=2[O:5][C:4]=1[CH:12]([OH:13])[CH2:19][CH:20]([CH3:22])[CH3:21])[CH3:2], predict the reactants needed to synthesize it. The reactants are: [CH2:1]([C:3]1[C:7]2[CH:8]=[CH:9][CH:10]=[CH:11][C:6]=2[O:5][C:4]=1[CH:12]=[O:13])[CH3:2].O1CCCC1.[CH2:19]([Mg]Br)[CH:20]([CH3:22])[CH3:21].[Cl-].[NH4+]. (3) Given the product [CH:1]12[O:8][CH:5]([CH2:6][CH2:7]1)[CH2:4][N:3]([C:9]([C:11]1[S:12][CH:13]=[C:14]([C:24]3[CH:25]=[CH:26][C:21]([Cl:20])=[CH:22][CH:23]=3)[N:15]=1)=[O:10])[CH2:2]2, predict the reactants needed to synthesize it. The reactants are: [CH:1]12[O:8][CH:5]([CH2:6][CH2:7]1)[CH2:4][N:3]([C:9]([C:11]1[S:12][CH:13]=[C:14](Br)[N:15]=1)=[O:10])[CH2:2]2.C(O)C.[Cl:20][C:21]1[CH:26]=[CH:25][C:24](B(O)O)=[CH:23][CH:22]=1.C(=O)([O-])[O-].[K+].[K+]. (4) The reactants are: [F:1][C:2]1[C:10]([F:11])=[C:9]([F:12])[C:8]([F:13])=[C:7]2[C:3]=1[C:4](=[O:15])O[C:6]2=[O:14].[F:16][C:17]1[C:30]([F:31])=[C:29]([F:32])[C:28]([F:33])=[C:27]2[C:18]=1[C:19]([OH:37])=[C:20]1[C:25](=[C:26]2[OH:34])[C:24](=[O:35])[CH2:23][CH2:22][C:21]1=[O:36].[Cl-].[Al+3].[Cl-].[Cl-].[Cl-].[Na+].Cl. Given the product [F:13][C:8]1[C:7]2[C:3](=[C:4]([OH:15])[C:22]3[C:21](=[O:36])[C:20]4[C:25]([C:24](=[O:35])[C:23]=3[C:6]=2[OH:14])=[C:26]([OH:34])[C:27]2[C:18](=[C:17]([F:16])[C:30]([F:31])=[C:29]([F:32])[C:28]=2[F:33])[C:19]=4[OH:37])[C:2]([F:1])=[C:10]([F:11])[C:9]=1[F:12], predict the reactants needed to synthesize it. (5) The reactants are: [CH3:1][N:2]1[CH2:6][CH2:5][CH2:4][CH2:3]1.[CH3:7][O:8][CH2:9][Br:10]. Given the product [Br-:10].[CH3:7][O:8][CH2:9][N+:2]1([CH3:1])[CH2:6][CH2:5][CH2:4][CH2:3]1, predict the reactants needed to synthesize it. (6) Given the product [ClH:30].[ClH:1].[CH2:3]([N:10]1[CH2:15][CH2:14][N:13]([CH:17]([C:18]([C:20]2[CH:29]=[CH:28][C:27]3[C:22](=[CH:23][CH:24]=[C:25]([O:31][CH3:32])[C:26]=3[Cl:30])[CH:21]=2)=[O:19])[CH3:33])[CH2:12][CH2:11]1)[C:4]1[CH:5]=[CH:6][CH:7]=[CH:8][CH:9]=1, predict the reactants needed to synthesize it. The reactants are: [ClH:1].Cl.[CH2:3]([N:10]1[CH2:15][CH2:14][NH:13][CH2:12][CH2:11]1)[C:4]1[CH:9]=[CH:8][CH:7]=[CH:6][CH:5]=1.Br[CH:17]([CH3:33])[C:18]([C:20]1[CH:29]=[CH:28][C:27]2[C:22](=[CH:23][CH:24]=[C:25]([O:31][CH3:32])[C:26]=2[Cl:30])[CH:21]=1)=[O:19].C(N(CC)CC)C.